The task is: Regression. Given two drug SMILES strings and cell line genomic features, predict the synergy score measuring deviation from expected non-interaction effect.. This data is from NCI-60 drug combinations with 297,098 pairs across 59 cell lines. (1) Drug 1: C1CN(P(=O)(OC1)NCCCl)CCCl. Drug 2: C(CCl)NC(=O)N(CCCl)N=O. Cell line: MDA-MB-435. Synergy scores: CSS=-3.83, Synergy_ZIP=-0.837, Synergy_Bliss=-3.17, Synergy_Loewe=-8.84, Synergy_HSA=-7.61. (2) Drug 1: CC1=C(C(=O)C2=C(C1=O)N3CC4C(C3(C2COC(=O)N)OC)N4)N. Drug 2: CNC(=O)C1=NC=CC(=C1)OC2=CC=C(C=C2)NC(=O)NC3=CC(=C(C=C3)Cl)C(F)(F)F. Cell line: HCT116. Synergy scores: CSS=57.9, Synergy_ZIP=-9.87, Synergy_Bliss=-15.8, Synergy_Loewe=-17.0, Synergy_HSA=-10.3. (3) Drug 1: C1CCN(CC1)CCOC2=CC=C(C=C2)C(=O)C3=C(SC4=C3C=CC(=C4)O)C5=CC=C(C=C5)O. Drug 2: CCN(CC)CCCC(C)NC1=C2C=C(C=CC2=NC3=C1C=CC(=C3)Cl)OC. Cell line: SNB-19. Synergy scores: CSS=24.3, Synergy_ZIP=-3.44, Synergy_Bliss=0.0743, Synergy_Loewe=0.723, Synergy_HSA=0.762. (4) Cell line: KM12. Drug 2: CC1=C(C(=O)C2=C(C1=O)N3CC4C(C3(C2COC(=O)N)OC)N4)N. Synergy scores: CSS=37.3, Synergy_ZIP=-6.16, Synergy_Bliss=-6.31, Synergy_Loewe=-13.6, Synergy_HSA=-1.16. Drug 1: C1CC(C1)(C(=O)O)C(=O)O.[NH2-].[NH2-].[Pt+2]. (5) Drug 1: CN1C(=O)N2C=NC(=C2N=N1)C(=O)N. Drug 2: C1CC(=O)NC(=O)C1N2C(=O)C3=CC=CC=C3C2=O. Cell line: UACC-257. Synergy scores: CSS=-0.994, Synergy_ZIP=0.522, Synergy_Bliss=-1.32, Synergy_Loewe=0.110, Synergy_HSA=-3.35. (6) Drug 1: COC1=NC(=NC2=C1N=CN2C3C(C(C(O3)CO)O)O)N. Drug 2: C(CC(=O)O)C(=O)CN.Cl. Cell line: UO-31. Synergy scores: CSS=3.58, Synergy_ZIP=-2.03, Synergy_Bliss=-1.79, Synergy_Loewe=0.0800, Synergy_HSA=-1.26. (7) Drug 1: CC1OCC2C(O1)C(C(C(O2)OC3C4COC(=O)C4C(C5=CC6=C(C=C35)OCO6)C7=CC(=C(C(=C7)OC)O)OC)O)O. Drug 2: C1=CC=C(C(=C1)C(C2=CC=C(C=C2)Cl)C(Cl)Cl)Cl. Cell line: TK-10. Synergy scores: CSS=26.5, Synergy_ZIP=-4.72, Synergy_Bliss=2.64, Synergy_Loewe=-14.2, Synergy_HSA=3.51. (8) Drug 1: CC12CCC3C(C1CCC2=O)CC(=C)C4=CC(=O)C=CC34C. Drug 2: CN1C2=C(C=C(C=C2)N(CCCl)CCCl)N=C1CCCC(=O)O.Cl. Cell line: RXF 393. Synergy scores: CSS=37.9, Synergy_ZIP=1.11, Synergy_Bliss=0.695, Synergy_Loewe=-21.4, Synergy_HSA=0.134.